This data is from Forward reaction prediction with 1.9M reactions from USPTO patents (1976-2016). The task is: Predict the product of the given reaction. (1) The product is: [CH3:8][N:9]([CH2:10][CH2:11][N:43]1[CH2:44][CH2:45][N:40]([CH3:39])[CH2:41][CH2:42]1)[C:23]1[CH:24]=[CH:25][C:26]([N+:29]([O-:31])=[O:30])=[CH:27][CH:28]=1. Given the reactants OC(C(F)(F)F)=O.[CH3:8][N:9]([C:23]1[CH:28]=[CH:27][C:26]([N+:29]([O-:31])=[O:30])=[CH:25][CH:24]=1)[CH2:10][CH2:11]OS(C1C=CC(C)=CC=1)(=O)=O.C(N(CC)CC)C.[CH3:39][N:40]1[CH2:45][CH2:44][NH:43][CH2:42][CH2:41]1, predict the reaction product. (2) Given the reactants [CH3:1][O:2][CH:3]([O:6][CH3:7])[CH2:4][NH2:5].[O-]S([O-])(=O)=O.[Mg+2].[CH:14](=O)[C:15]1[CH:24]=[CH:23][C:20]([O:21][CH3:22])=[C:17]([O:18][CH3:19])[CH:16]=1, predict the reaction product. The product is: [CH3:19][O:18][C:17]1[CH:16]=[C:15]([CH:24]=[CH:23][C:20]=1[O:21][CH3:22])[CH:14]=[N:5][CH2:4][CH:3]([O:6][CH3:7])[O:2][CH3:1]. (3) The product is: [Cl:23][C:20]1[CH:21]=[CH:22][C:17]([NH:16][C:14](=[O:15])[C:13]2[CH:30]=[CH:31][C:10]([N:4]3[CH:5]=[N:6][C:2]([CH3:1])=[N:3]3)=[N:11][C:12]=2[CH3:32])=[CH:18][C:19]=1[C:24]1[CH:29]=[CH:28][CH:27]=[CH:26][N:25]=1. Given the reactants [CH3:1][C:2]1[N:6]=[CH:5][NH:4][N:3]=1.[H-].[Na+].Cl[C:10]1[CH:31]=[CH:30][C:13]([C:14]([NH:16][C:17]2[CH:22]=[CH:21][C:20]([Cl:23])=[C:19]([C:24]3[CH:29]=[CH:28][CH:27]=[CH:26][N:25]=3)[CH:18]=2)=[O:15])=[C:12]([CH3:32])[N:11]=1, predict the reaction product. (4) Given the reactants [F:1][C:2]1[C:7]([F:8])=[CH:6][CH:5]=[CH:4][C:3]=1[C:9]1[N:35]=[C:12]2[CH:13]=[N:14][N:15]([CH2:17][C:18]3[N:23]=[N:22][C:21]([C:24]4[CH:29]=[CH:28][C:27]([OH:30])=[CH:26][C:25]=4[C:31]([F:34])([F:33])[F:32])=[CH:20][CH:19]=3)[CH:16]=[C:11]2[N:10]=1.Cl[CH2:37][CH2:38][N:39]1[CH:43]=[CH:42][N:41]=[CH:40]1, predict the reaction product. The product is: [F:1][C:2]1[C:7]([F:8])=[CH:6][CH:5]=[CH:4][C:3]=1[C:9]1[N:35]=[C:12]2[CH:13]=[N:14][N:15]([CH2:17][C:18]3[N:23]=[N:22][C:21]([C:24]4[CH:29]=[CH:28][C:27]([O:30][CH2:37][CH2:38][N:39]5[CH:43]=[CH:42][N:41]=[CH:40]5)=[CH:26][C:25]=4[C:31]([F:33])([F:34])[F:32])=[CH:20][CH:19]=3)[CH:16]=[C:11]2[N:10]=1.